From a dataset of Catalyst prediction with 721,799 reactions and 888 catalyst types from USPTO. Predict which catalyst facilitates the given reaction. (1) Reactant: C(OC([N:8]1[CH2:13][CH2:12][N:11]([CH2:14][C:15]2[CH:20]=[CH:19][C:18]([C:21]3[NH:38][C:24]4[N:25]=[CH:26][N:27]=[C:28]([NH:29][C@@H:30]([C:32]5[CH:37]=[CH:36][CH:35]=[CH:34][CH:33]=5)[CH3:31])[C:23]=4[CH:22]=3)=[CH:17][CH:16]=2)[CH2:10][CH2:9]1)=O)(C)(C)C.Cl. Product: [C:32]1([C@H:30]([NH:29][C:28]2[C:23]3[CH:22]=[C:21]([C:18]4[CH:19]=[CH:20][C:15]([CH2:14][N:11]5[CH2:10][CH2:9][NH:8][CH2:13][CH2:12]5)=[CH:16][CH:17]=4)[NH:38][C:24]=3[N:25]=[CH:26][N:27]=2)[CH3:31])[CH:37]=[CH:36][CH:35]=[CH:34][CH:33]=1. The catalyst class is: 169. (2) Reactant: [Br:1][C:2]1[C:7]([C:8]([NH2:10])=O)=[CH:6][C:5]([C:11]([F:14])([F:13])[F:12])=[N:4][CH:3]=1.[OH-].[Na+]. Product: [Br:1][C:2]1[C:7]([C:8]#[N:10])=[CH:6][C:5]([C:11]([F:13])([F:12])[F:14])=[N:4][CH:3]=1. The catalyst class is: 286. (3) Reactant: [N+:1]([C:4]1[CH:5]=[CH:6][C:7]([N:12]2[CH:16]=[N:15][CH:14]=[N:13]2)=[C:8]([CH:11]=1)[C:9]#[N:10])([O-])=O.[Cl-].[NH4+].[In]. Product: [NH2:1][C:4]1[CH:5]=[CH:6][C:7]([N:12]2[CH:16]=[N:15][CH:14]=[N:13]2)=[C:8]([CH:11]=1)[C:9]#[N:10]. The catalyst class is: 8.